Dataset: Forward reaction prediction with 1.9M reactions from USPTO patents (1976-2016). Task: Predict the product of the given reaction. (1) Given the reactants [C:1]([O:5]C(N1C2C(=CC=CC=2)C[C@H]1C(OC1C=C2C(=CC=1)NC(CC(C(O)=O)(C)C)=C2SC(C)(C)C)CC1C=CC(C2N=NC(OC)=CC=2)=CC=1)=O)(C)(C)[CH3:2].C(O)(C(F)(F)F)=O.[CH2:62]([O:64][C:65](=[O:110])[C:66]([CH3:109])([CH3:108])[CH2:67][C:68]1[N:69]([CH2:93][C:94]2[CH:99]=[CH:98][C:97]([C:100]3[N:101]=[N:102][C:103]([O:106][CH3:107])=[CH:104][CH:105]=3)=[CH:96][CH:95]=2)[C:70]2[C:75]([C:76]=1[S:77][C:78]([CH3:81])([CH3:80])[CH3:79])=[CH:74][C:73]([O:82][CH2:83][C@@H:84]1[CH2:92][C:91]3[C:86](=[CH:87][CH:88]=[CH:89][CH:90]=3)[NH:85]1)=[CH:72][CH:71]=2)[CH3:63].C(N(C(C)C)CC)(C)C.C(OC(=O)C)(=O)C, predict the reaction product. The product is: [CH2:62]([O:64][C:65](=[O:110])[C:66]([CH3:109])([CH3:108])[CH2:67][C:68]1[N:69]([CH2:93][C:94]2[CH:99]=[CH:98][C:97]([C:100]3[N:101]=[N:102][C:103]([O:106][CH3:107])=[CH:104][CH:105]=3)=[CH:96][CH:95]=2)[C:70]2[C:75]([C:76]=1[S:77][C:78]([CH3:80])([CH3:81])[CH3:79])=[CH:74][C:73]([O:82][CH2:83][C@@H:84]1[CH2:92][C:91]3[C:86](=[CH:87][CH:88]=[CH:89][CH:90]=3)[N:85]1[C:1](=[O:5])[CH3:2])=[CH:72][CH:71]=2)[CH3:63]. (2) Given the reactants [CH3:1][N:2]1[C:6]([CH3:7])=[C:5]([C:8]2[CH:9]=[C:10]([CH:21]=[CH:22][CH:23]=2)[CH2:11][CH2:12][NH:13][C:14](=O)OC(C)(C)C)[C:4]([CH3:24])=[N:3]1.[H-].[H-].[H-].[H-].[Li+].[Al+3].C1COCC1.[C@H](O)(C([O-])=O)[C@@H](O)C([O-])=O.[Na+].[K+], predict the reaction product. The product is: [CH3:14][NH:13][CH2:12][CH2:11][C:10]1[CH:21]=[CH:22][CH:23]=[C:8]([C:5]2[C:4]([CH3:24])=[N:3][N:2]([CH3:1])[C:6]=2[CH3:7])[CH:9]=1. (3) Given the reactants [OH:1][C:2]1[CH:7]=[CH:6][C:5]([N:8]2[C:13](=[O:14])[C:12]([CH2:15][C:16]3[CH:21]=[CH:20][C:19]([C:22]4[C:23]([C:28]#[N:29])=[CH:24][CH:25]=[CH:26][CH:27]=4)=[CH:18][CH:17]=3)=[C:11]([CH2:30][CH2:31][CH3:32])[N:10]=[C:9]2[CH3:33])=[CH:4][CH:3]=1.[O:34]1[CH2:39][CH2:38][CH:37](O)[CH2:36][CH2:35]1.C1(P(C2C=CC=CC=2)C2C=CC=CC=2)C=CC=CC=1.[N:61]([C:62]([O:64]C(C)C)=[O:63])=[N:61][C:62]([O:64]C(C)C)=[O:63], predict the reaction product. The product is: [CH3:33][C:9]1[N:8]([C:5]2[CH:4]=[CH:3][C:2]([O:1][CH:37]3[CH2:38][CH2:39][O:34][CH2:35][CH2:36]3)=[CH:7][CH:6]=2)[C:13](=[O:14])[C:12]([CH2:15][C:16]2[CH:21]=[CH:20][C:19]([C:22]3[CH:27]=[CH:26][CH:25]=[CH:24][C:23]=3[C:28]3[NH:61][C:62](=[O:63])[O:64][N:29]=3)=[CH:18][CH:17]=2)=[C:11]([CH2:30][CH2:31][CH3:32])[N:10]=1. (4) Given the reactants [CH2:1]([O:3][C:4]([C:6]1[N:15]=[C:14]([NH:16][C@H:17]2[CH2:22][CH2:21][CH2:20][CH2:19][C@H:18]2[NH:23]C(OC(C)(C)C)=O)[C:13]2[C:8](=[CH:9][CH:10]=[C:11]([CH3:31])[CH:12]=2)[N:7]=1)=[O:5])[CH3:2].C(OCC)(=O)C.[ClH:38], predict the reaction product. The product is: [ClH:38].[ClH:38].[CH2:1]([O:3][C:4]([C:6]1[N:15]=[C:14]([NH:16][C@H:17]2[CH2:22][CH2:21][CH2:20][CH2:19][C@H:18]2[NH2:23])[C:13]2[C:8](=[CH:9][CH:10]=[C:11]([CH3:31])[CH:12]=2)[N:7]=1)=[O:5])[CH3:2]. (5) Given the reactants F[C:2]1[CH:7]=[CH:6][C:5]([N+:8]([O-:10])=[O:9])=[CH:4][CH:3]=1.[CH3:11][N:12]([CH3:19])[CH:13]1[CH2:18][CH2:17][NH:16][CH2:15][CH2:14]1.CCN(C(C)C)C(C)C, predict the reaction product. The product is: [CH3:11][N:12]([CH3:19])[CH:13]1[CH2:18][CH2:17][N:16]([C:2]2[CH:7]=[CH:6][C:5]([N+:8]([O-:10])=[O:9])=[CH:4][CH:3]=2)[CH2:15][CH2:14]1.